Predict the reactants needed to synthesize the given product. From a dataset of Full USPTO retrosynthesis dataset with 1.9M reactions from patents (1976-2016). (1) Given the product [CH3:8][O:9][C:10](=[O:26])[C:11]1[CH:16]=[CH:15][C:14]([CH2:17][C:18]([OH:20])=[O:19])=[C:13]([CH3:25])[CH:12]=1, predict the reactants needed to synthesize it. The reactants are: FC(F)(F)C(O)=O.[CH3:8][O:9][C:10](=[O:26])[C:11]1[CH:16]=[CH:15][C:14]([CH2:17][C:18]([O:20]C(C)(C)C)=[O:19])=[C:13]([CH3:25])[CH:12]=1. (2) Given the product [F:20][C:14]1[CH:15]=[C:16]([F:19])[CH:17]=[CH:18][C:13]=1[C:5]([OH:12])([CH2:6][N:7]1[CH:11]=[N:10][CH:9]=[N:8]1)[CH2:4][N:1]1[CH:23]=[C:22]([CH2:21][O:24][C:25]2[CH:26]=[CH:27][C:28]([CH:29]=[O:30])=[CH:31][CH:32]=2)[N:3]=[N:2]1, predict the reactants needed to synthesize it. The reactants are: [N:1]([CH2:4][C:5]([C:13]1[CH:18]=[CH:17][C:16]([F:19])=[CH:15][C:14]=1[F:20])([OH:12])[CH2:6][N:7]1[CH:11]=[N:10][CH:9]=[N:8]1)=[N+:2]=[N-:3].[CH2:21]([O:24][C:25]1[CH:32]=[CH:31][C:28]([CH:29]=[O:30])=[CH:27][CH:26]=1)[C:22]#[CH:23].O=C1O[C@H]([C@H](CO)O)C([O-])=C1O.[Na+]. (3) Given the product [CH2:1]([O:3][C:4](=[O:13])[CH2:5][C:6]1[N:7]=[C:8]([C:25]#[C:24][Si:17]([CH:14]([CH3:16])[CH3:15])([CH:21]([CH3:23])[CH3:22])[CH:18]([CH3:20])[CH3:19])[S:9][C:10]=1[Cl:11])[CH3:2], predict the reactants needed to synthesize it. The reactants are: [CH2:1]([O:3][C:4](=[O:13])[CH2:5][C:6]1[N:7]=[C:8](Br)[S:9][C:10]=1[Cl:11])[CH3:2].[CH:14]([Si:17]([C:24]#[CH:25])([CH:21]([CH3:23])[CH3:22])[CH:18]([CH3:20])[CH3:19])([CH3:16])[CH3:15]. (4) Given the product [NH2:11][C:6]1[CH:5]=[C:4]([CH:9]=[CH:8][C:7]=1[Cl:10])[C:3]([OH:12])=[O:2], predict the reactants needed to synthesize it. The reactants are: C[O:2][C:3](=[O:12])[C:4]1[CH:9]=[CH:8][C:7]([Cl:10])=[C:6]([NH2:11])[CH:5]=1.[OH-].[Li+]. (5) The reactants are: [CH3:1][N:2]1[C:7](=[O:8])[C:6]2[C:9]([C:30]3[CH:35]=[CH:34][CH:33]=[CH:32][CH:31]=3)=[C:10]([C:12]3[CH:17]=[CH:16][C:15]([C:18]4([NH:22]C(=O)OC(C)(C)C)[CH2:21][CH2:20][CH2:19]4)=[CH:14][CH:13]=3)[O:11][C:5]=2[N:4]=[C:3]1[N:36]1[CH2:41][CH2:40][NH:39][C:38](=[O:42])[CH2:37]1.C(O)(C(F)(F)F)=O. Given the product [NH2:22][C:18]1([C:15]2[CH:16]=[CH:17][C:12]([C:10]3[O:11][C:5]4[N:4]=[C:3]([N:36]5[CH2:41][CH2:40][NH:39][C:38](=[O:42])[CH2:37]5)[N:2]([CH3:1])[C:7](=[O:8])[C:6]=4[C:9]=3[C:30]3[CH:31]=[CH:32][CH:33]=[CH:34][CH:35]=3)=[CH:13][CH:14]=2)[CH2:21][CH2:20][CH2:19]1, predict the reactants needed to synthesize it. (6) Given the product [F:1][C:2]1[CH:3]=[C:4]([NH:5][C:43]([NH:60][CH:58]([C:55]2[CH:56]=[CH:57][C:52]([F:51])=[CH:53][CH:54]=2)[CH3:59])=[O:49])[CH:6]=[CH:7][C:8]=1[O:9][C:10]1[C:19]2[C:14](=[CH:15][C:16]([O:22][CH2:23][CH2:24][CH2:25][N:26]3[CH2:31][CH2:30][O:29][CH2:28][CH2:27]3)=[C:17]([O:20][CH3:21])[CH:18]=2)[N:13]=[CH:12][CH:11]=1, predict the reactants needed to synthesize it. The reactants are: [F:1][C:2]1[CH:3]=[C:4]([CH:6]=[CH:7][C:8]=1[O:9][C:10]1[C:19]2[C:14](=[CH:15][C:16]([O:22][CH2:23][CH2:24][CH2:25][N:26]3[CH2:31][CH2:30][O:29][CH2:28][CH2:27]3)=[C:17]([O:20][CH3:21])[CH:18]=2)[N:13]=[CH:12][CH:11]=1)[NH2:5].C(N(CC)CC)C.ClC(Cl)(O[C:43](=[O:49])OC(Cl)(Cl)Cl)Cl.[F:51][C:52]1[CH:57]=[CH:56][C:55]([CH:58]([NH2:60])[CH3:59])=[CH:54][CH:53]=1.